Task: Regression/Classification. Given a drug SMILES string, predict its absorption, distribution, metabolism, or excretion properties. Task type varies by dataset: regression for continuous measurements (e.g., permeability, clearance, half-life) or binary classification for categorical outcomes (e.g., BBB penetration, CYP inhibition). Dataset: cyp2c9_veith.. Dataset: CYP2C9 inhibition data for predicting drug metabolism from PubChem BioAssay (1) The result is 0 (non-inhibitor). The compound is CCCOc1ccc(OC(=O)c2ccc(Br)o2)cc1. (2) The result is 0 (non-inhibitor). The drug is CN1CCN(c2ncnc3ccc(-c4ccccc4C#N)cc23)CC1. (3) The drug is COc1ccc(-c2nc3cnc(N4CCOCC4)nc3n(Cc3cccc(OC)c3)c2=O)cc1. The result is 0 (non-inhibitor). (4) The compound is Cc1ccc(NC(=O)CCc2c(C)nc3ncnn3c2C)nc1. The result is 0 (non-inhibitor). (5) The molecule is c1nc(NCCc2cnc[nH]2)c2[nH]cnc2n1. The result is 0 (non-inhibitor). (6) The compound is COC(=O)CSc1nnc2n(C3CCCCC3)c(=O)c3c4c(sc3n12)CCCC4. The result is 1 (inhibitor).